This data is from Full USPTO retrosynthesis dataset with 1.9M reactions from patents (1976-2016). The task is: Predict the reactants needed to synthesize the given product. (1) Given the product [Br:1][C:2]1[CH:19]=[CH:18][C:17]([C:20]([F:23])([F:22])[F:21])=[CH:16][C:3]=1[CH2:4][CH2:5][C:6]([OH:8])=[O:7], predict the reactants needed to synthesize it. The reactants are: [Br:1][C:2]1[CH:19]=[CH:18][C:17]([C:20]([F:23])([F:22])[F:21])=[CH:16][C:3]=1[CH2:4][CH:5](C(OCC)=O)[C:6]([O:8]CC)=[O:7].[OH-].[Na+]. (2) Given the product [F:1][C:2]1[CH:7]=[CH:6][C:5]([N:8]2[C:12]3[CH:13]=[C:14]4[C@:19]([C:21]([C:22]5[CH:27]=[C:26]([C:28]([F:31])([F:29])[F:30])[CH:25]=[CH:24][N:23]=5)=[O:32])([CH2:20][C:11]=3[CH:10]=[N:9]2)[CH2:18][NH:17][CH2:16][CH2:15]4)=[CH:4][CH:3]=1, predict the reactants needed to synthesize it. The reactants are: [F:1][C:2]1[CH:7]=[CH:6][C:5]([N:8]2[C:12]3[CH:13]=[C:14]4[C@:19]([C:21](=[O:32])[C:22]5[CH:27]=[C:26]([C:28]([F:31])([F:30])[F:29])[CH:25]=[CH:24][N:23]=5)([CH2:20][C:11]=3[CH:10]=[N:9]2)[CH2:18][N:17](C(OC(C)(C)C)=O)[CH2:16][CH2:15]4)=[CH:4][CH:3]=1.O1CCOCC1.CO.ClCCl.